From a dataset of Full USPTO retrosynthesis dataset with 1.9M reactions from patents (1976-2016). Predict the reactants needed to synthesize the given product. (1) Given the product [Br:19][C:16]1[CH:17]=[CH:18][C:13]([C:11]2[N:12]=[C:8]([N:7]3[C@H:4]([C:3]([O:2][CH3:1])=[O:20])[CH2:5][O:6][C:29]3=[O:31])[S:9][CH:10]=2)=[CH:14][CH:15]=1, predict the reactants needed to synthesize it. The reactants are: [CH3:1][O:2][C:3](=[O:20])[CH:4]([NH:7][C:8]1[S:9][CH:10]=[C:11]([C:13]2[CH:18]=[CH:17][C:16]([Br:19])=[CH:15][CH:14]=2)[N:12]=1)[CH2:5][OH:6].C(N(CC)CC)C.Cl[C:29](Cl)([O:31]C(=O)OC(Cl)(Cl)Cl)Cl. (2) Given the product [F:26][CH:25]([F:27])[C:15]1[N:14]([C:4]2[N:5]=[C:6]([N:8]3[CH2:13][CH2:12][O:11][CH2:10][CH2:9]3)[N:7]=[C:2]([NH:28][CH:29]3[CH2:30][N:31]([C:33]([O:35][C:36]([CH3:39])([CH3:38])[CH3:37])=[O:34])[CH2:32]3)[N:3]=2)[C:18]2[CH:19]=[CH:20][CH:21]=[C:22]([O:23][CH3:24])[C:17]=2[N:16]=1, predict the reactants needed to synthesize it. The reactants are: Cl[C:2]1[N:7]=[C:6]([N:8]2[CH2:13][CH2:12][O:11][CH2:10][CH2:9]2)[N:5]=[C:4]([N:14]2[C:18]3[CH:19]=[CH:20][CH:21]=[C:22]([O:23][CH3:24])[C:17]=3[N:16]=[C:15]2[CH:25]([F:27])[F:26])[N:3]=1.[NH2:28][CH:29]1[CH2:32][N:31]([C:33]([O:35][C:36]([CH3:39])([CH3:38])[CH3:37])=[O:34])[CH2:30]1. (3) Given the product [NH2:8][C@@H:9]([C@H:38]([C:40]1[CH:41]=[CH:42][C:43]([C:46]([F:47])([F:49])[F:48])=[CH:44][CH:45]=1)[CH3:39])[CH2:10][NH:11][C:19]1[S:20][C:21]([C:27]2[CH:28]=[C:29]3[C:34](=[CH:35][CH:36]=2)[CH:33]=[N:32][C:31]([F:37])=[CH:30]3)=[C:22]([CH2:24][O:25][CH3:26])[N:23]=1, predict the reactants needed to synthesize it. The reactants are: C(OC([NH:8][C@@H:9]([C@H:38]([C:40]1[CH:45]=[CH:44][C:43]([C:46]([F:49])([F:48])[F:47])=[CH:42][CH:41]=1)[CH3:39])[CH2:10][N:11]([C:19]1[S:20][C:21]([C:27]2[CH:28]=[C:29]3[C:34](=[CH:35][CH:36]=2)[CH:33]=[N:32][C:31]([F:37])=[CH:30]3)=[C:22]([CH2:24][O:25][CH3:26])[N:23]=1)C(=O)OC(C)(C)C)=O)(C)(C)C.C(O)(C(F)(F)F)=O.